From a dataset of NCI-60 drug combinations with 297,098 pairs across 59 cell lines. Regression. Given two drug SMILES strings and cell line genomic features, predict the synergy score measuring deviation from expected non-interaction effect. (1) Drug 1: C1=NC2=C(N1)C(=S)N=C(N2)N. Drug 2: COC1=C2C(=CC3=C1OC=C3)C=CC(=O)O2. Cell line: LOX IMVI. Synergy scores: CSS=39.5, Synergy_ZIP=-1.03, Synergy_Bliss=-5.29, Synergy_Loewe=-24.6, Synergy_HSA=-5.85. (2) Drug 1: CC12CCC(CC1=CCC3C2CCC4(C3CC=C4C5=CN=CC=C5)C)O. Drug 2: COC1=C2C(=CC3=C1OC=C3)C=CC(=O)O2. Cell line: K-562. Synergy scores: CSS=5.33, Synergy_ZIP=-2.69, Synergy_Bliss=0.0378, Synergy_Loewe=-8.88, Synergy_HSA=-1.53.